Dataset: Reaction yield outcomes from USPTO patents with 853,638 reactions. Task: Predict the reaction yield, written as a fraction of the theoretical maximum amount of product (1.0 means a 100% yield; for example, 0.34 means a 34% yield). The yield is 0.960. The product is [NH2:10][C:11]1[CH:16]=[CH:15][C:14]([C:17]([CH3:20])([CH3:19])[CH3:18])=[C:13]([NH:21][CH:22]=[O:23])[CH:12]=1. The reactants are C(OC(=O)[NH:10][C:11]1[CH:16]=[CH:15][C:14]([C:17]([CH3:20])([CH3:19])[CH3:18])=[C:13]([NH:21][CH:22]=[O:23])[CH:12]=1)C1C=CC=CC=1.CO. The catalyst is [Pd].C(Cl)Cl.